From a dataset of Catalyst prediction with 721,799 reactions and 888 catalyst types from USPTO. Predict which catalyst facilitates the given reaction. (1) Reactant: [Cl:1][C:2]1[CH:7]=[CH:6][C:5]([C:8]2([OH:16])[CH2:13][CH2:12][NH:11][CH2:10][C:9]2([CH3:15])[CH3:14])=[CH:4][CH:3]=1.[CH:17](=O)[C:18]1[CH:23]=[CH:22][CH:21]=[CH:20][CH:19]=1.C(O[BH-](OC(=O)C)OC(=O)C)(=O)C.[Na+]. Product: [CH2:17]([N:11]1[CH2:12][CH2:13][C:8]([C:5]2[CH:6]=[CH:7][C:2]([Cl:1])=[CH:3][CH:4]=2)([OH:16])[C:9]([CH3:14])([CH3:15])[CH2:10]1)[C:18]1[CH:23]=[CH:22][CH:21]=[CH:20][CH:19]=1. The catalyst class is: 2. (2) Reactant: Cl[C:2]1[N:7]=[C:6]([NH:8][CH:9]2[CH2:14][CH2:13][C:12]3([CH2:19][CH2:18][N:17]([C:20]([O:22][C:23]([CH3:26])([CH3:25])[CH3:24])=[O:21])[CH2:16][CH2:15]3)[CH2:11][CH2:10]2)[C:5]([Cl:27])=[CH:4][N:3]=1.[CH3:28][N:29]1[CH:33]=[C:32]([NH2:34])[N:31]=[CH:30]1.C(=O)([O-])[O-].[Cs+].[Cs+].C1C=CC(P(C2C(C3C(P(C4C=CC=CC=4)C4C=CC=CC=4)=CC=C4C=3C=CC=C4)=C3C(C=CC=C3)=CC=2)C2C=CC=CC=2)=CC=1. Product: [Cl:27][C:5]1[C:6]([NH:8][CH:9]2[CH2:10][CH2:11][C:12]3([CH2:15][CH2:16][N:17]([C:20]([O:22][C:23]([CH3:26])([CH3:24])[CH3:25])=[O:21])[CH2:18][CH2:19]3)[CH2:13][CH2:14]2)=[N:7][C:2]([NH:34][C:32]2[N:31]=[CH:30][N:29]([CH3:28])[CH:33]=2)=[N:3][CH:4]=1. The catalyst class is: 231.